From a dataset of Reaction yield outcomes from USPTO patents with 853,638 reactions. Predict the reaction yield, written as a fraction of the theoretical maximum amount of product (1.0 means a 100% yield; for example, 0.34 means a 34% yield). (1) The reactants are [Cl:1][C:2]1[CH:27]=[CH:26][C:5]([CH2:6][N:7]2[C:12](=[O:13])[C:11](Br)=[N:10][N:9]([C:15]3[CH:16]=[C:17]([NH:21][C:22](=[O:24])[CH3:23])[CH:18]=[CH:19][CH:20]=3)[C:8]2=[O:25])=[CH:4][CH:3]=1.[CH2:28]1[CH2:32]OC[CH2:29]1.C(COC)OC.[Cl-].C([Zn+])(C)C. The catalyst is O.C1C=CC(P(C2C=CC=CC=2)[C-]2C=CC=C2)=CC=1.C1C=CC(P(C2C=CC=CC=2)[C-]2C=CC=C2)=CC=1.Cl[Pd]Cl.[Fe+2]. The product is [Cl:1][C:2]1[CH:27]=[CH:26][C:5]([CH2:6][N:7]2[C:12](=[O:13])[C:11]([CH:28]([CH3:32])[CH3:29])=[N:10][N:9]([C:15]3[CH:16]=[C:17]([NH:21][C:22](=[O:24])[CH3:23])[CH:18]=[CH:19][CH:20]=3)[C:8]2=[O:25])=[CH:4][CH:3]=1. The yield is 0.580. (2) The reactants are N1C=CC=CC=1.[C:7]([O:10][C:11](=[O:13])[CH3:12])(=O)[CH3:8].O[C:15]1[C:16](C)=[C:17]([CH:21]=[C:22](C)[CH:23]=1)[C:18]([OH:20])=[O:19].CCCCCCC. The catalyst is C1(C)C=CC=CC=1. The product is [C:11]([O:10][C:7]1[C:21]([CH3:22])=[C:17]([CH:16]=[C:15]([CH3:23])[CH:8]=1)[C:18]([OH:20])=[O:19])(=[O:13])[CH3:12]. The yield is 0.801. (3) The reactants are [O:1]1[CH2:4][CH:3]([OH:5])[CH2:2]1.[H-].[Na+].[CH3:8][O:9][C:10](=[O:19])[C:11]1[C:16](Cl)=[CH:15][C:14]([Cl:18])=[N:13][CH:12]=1. The catalyst is C1COCC1. The product is [CH3:8][O:9][C:10](=[O:19])[C:11]1[C:16]([O:5][CH:3]2[CH2:4][O:1][CH2:2]2)=[CH:15][C:14]([Cl:18])=[N:13][CH:12]=1. The yield is 0.610. (4) The reactants are C(NC(C)C)(C)C.C([Li])CCC.[Cl:13][C:14]1[CH:19]=[C:18]([Cl:20])[CH:17]=[CH:16][N:15]=1.C([C:23]([O:25][CH2:26][CH3:27])=[O:24])#N. The catalyst is C1COCC1. The product is [CH2:26]([O:25][C:23](=[O:24])[C:19]1[C:18]([Cl:20])=[CH:17][CH:16]=[N:15][C:14]=1[Cl:13])[CH3:27]. The yield is 0.430.